From a dataset of Forward reaction prediction with 1.9M reactions from USPTO patents (1976-2016). Predict the product of the given reaction. (1) Given the reactants [Cl:1][C:2]1[CH:3]=[C:4]([C:8]2[C:17]3[C:12](=[CH:13][CH:14]=[C:15]([C:18]([C:26]4[CH:27]=[N:28][C:29]([CH3:32])=[CH:30][CH:31]=4)([C:20]4[N:21]([CH3:25])[CH:22]=[N:23][CH:24]=4)O)[CH:16]=3)[N:11]=[C:10]([O:33]C)[CH:9]=2)[CH:5]=[CH:6][CH:7]=1.S(Cl)(Cl)=O.CO.C(Cl)(Cl)Cl.[NH4+:45].[OH-], predict the reaction product. The product is: [NH2:45][C:18]([C:26]1[CH:27]=[N:28][C:29]([CH3:32])=[CH:30][CH:31]=1)([C:20]1[N:21]([CH3:25])[CH:22]=[N:23][CH:24]=1)[C:15]1[CH:16]=[C:17]2[C:12](=[CH:13][CH:14]=1)[NH:11][C:10](=[O:33])[CH:9]=[C:8]2[C:4]1[CH:5]=[CH:6][CH:7]=[C:2]([Cl:1])[CH:3]=1. (2) Given the reactants [C:1]1([S:7]([N:10]2[C:18]3[C:13](=[CH:14][CH:15]=[C:16]([Cl:19])[CH:17]=3)[CH:12]=[C:11]2[S:20](Cl)(=[O:22])=[O:21])(=[O:9])=[O:8])[CH:6]=[CH:5][CH:4]=[CH:3][CH:2]=1.[NH:24]1[CH2:29][CH2:28][NH:27][CH2:26][CH2:25]1, predict the reaction product. The product is: [C:1]1([S:7]([N:10]2[C:18]3[C:13](=[CH:14][CH:15]=[C:16]([Cl:19])[CH:17]=3)[CH:12]=[C:11]2[S:20]([N:24]2[CH2:29][CH2:28][NH:27][CH2:26][CH2:25]2)(=[O:22])=[O:21])(=[O:9])=[O:8])[CH:6]=[CH:5][CH:4]=[CH:3][CH:2]=1. (3) Given the reactants [O:1]=[CH:2][C@H:3]([C@H:5]([C@@H:7]([C@@H:9]([CH2:11][OH:12])[OH:10])[OH:8])[OH:6])[OH:4].[C:13](Cl)(=O)[CH3:14], predict the reaction product. The product is: [CH:5]1[CH:7]=[CH:9][C:13]([CH2:14][O:1][CH:2]2[O:10][CH:9]([CH2:11][OH:12])[CH:7]([OH:8])[CH:5]([OH:6])[CH:3]2[OH:4])=[CH:2][CH:3]=1. (4) Given the reactants [CH2:1]1[C@@H:6]([C:7]2[CH:12]=[CH:11][C:10]([F:13])=[CH:9][CH:8]=2)[C@H:5]([CH2:14][O:15][C:16]2[CH:21]=[CH:20][C:19]3[O:22][CH2:23][O:24][C:18]=3[CH:17]=2)[CH2:4][NH:3][CH2:2]1.[ClH:25], predict the reaction product. The product is: [CH:8]1[C:7]([C@H:6]2[C@H:5]([CH2:14][O:15][C:16]3[CH:21]=[CH:20][C:19]4[O:22][CH2:23][O:24][C:18]=4[CH:17]=3)[CH2:4][NH:3][CH2:2][CH2:1]2)=[CH:12][CH:11]=[C:10]([F:13])[CH:9]=1.[ClH:25]. (5) The product is: [CH3:8][O:7][C:5](=[O:6])[C:4]1[CH:3]=[C:2]([CH2:13][C:14]2[CH:19]=[CH:18][CH:17]=[CH:16][CH:15]=2)[CH:11]=[C:10]([OH:12])[CH:9]=1. Given the reactants O[C:2]1[CH:3]=[C:4]([CH:9]=[C:10]([OH:12])[CH:11]=1)[C:5]([O:7][CH3:8])=[O:6].[CH2:13](Br)[C:14]1[CH:19]=[CH:18][CH:17]=[CH:16][CH:15]=1, predict the reaction product. (6) Given the reactants [CH3:1][C:2]1[N:7]=[CH:6][C:5]([CH2:8][C:9]2[C:10](=[O:16])[NH:11][C:12](=[S:15])[NH:13][CH:14]=2)=[CH:4][N:3]=1.[CH3:17]C[O-].[Na+].CI, predict the reaction product. The product is: [CH3:1][C:2]1[N:3]=[CH:4][C:5]([CH2:8][C:9]2[C:10](=[O:16])[N:11]=[C:12]([S:15][CH3:17])[NH:13][CH:14]=2)=[CH:6][N:7]=1. (7) Given the reactants [Cl:1][C:2]1[C:13]2[CH2:12][CH2:11][N:10]([CH3:14])[CH2:9][CH2:8][N:7](N)[C:6]=2[CH:5]=[CH:4][CH:3]=1.[C:16]1(=O)[CH2:20][CH2:19][CH2:18][CH2:17]1.O.C1(C)C=CC(S(O)(=O)=O)=CC=1, predict the reaction product. The product is: [Cl:1][C:2]1[C:13]2[CH2:12][CH2:11][N:10]([CH3:14])[CH2:9][CH2:8][N:7]3[C:6]=2[C:5]([C:16]2[CH2:20][CH2:19][CH2:18][C:17]=23)=[CH:4][CH:3]=1. (8) Given the reactants [C:1]([C:4]1[C:9]([NH:10][C:11]2[CH:16]=[CH:15][C:14]([I:17])=[CH:13][C:12]=2[F:18])=[CH:8][N:7]=[CH:6][C:5]=1[O:19][C:20]1[CH:21]=[C:22]([NH:26]C(=O)OC(C)(C)C)[CH:23]=[CH:24][CH:25]=1)(=[O:3])[NH2:2].C(O)(C(F)(F)F)=O.C([O-])(O)=O.[Na+], predict the reaction product. The product is: [NH2:26][C:22]1[CH:21]=[C:20]([CH:25]=[CH:24][CH:23]=1)[O:19][C:5]1[CH:6]=[N:7][CH:8]=[C:9]([NH:10][C:11]2[CH:16]=[CH:15][C:14]([I:17])=[CH:13][C:12]=2[F:18])[C:4]=1[C:1]([NH2:2])=[O:3]. (9) The product is: [CH:17]1([C:23]2[N:25]=[C:8]([OH:10])[C:7]([CH3:6])=[C:13]([CH3:14])[N:24]=2)[CH2:22][CH2:21][CH2:20][CH2:19][CH2:18]1. Given the reactants [O-]CC.[Na+].[Na].[CH3:6][CH:7]([C:13](=O)[CH3:14])[C:8]([O:10]CC)=O.Cl.[CH:17]1([C:23](=[NH:25])[NH2:24])[CH2:22][CH2:21][CH2:20][CH2:19][CH2:18]1, predict the reaction product. (10) Given the reactants [CH3:1][O:2][C:3]([C:5]1[CH:6]=[CH:7][CH:8]=[C:9]2[C:14]=1[N:13]=[CH:12][CH:11]=[CH:10]2)=[O:4].OO.C([O-])(O)=[O:18].[Na+], predict the reaction product. The product is: [CH3:1][O:2][C:3]([C:5]1[CH:6]=[CH:7][CH:8]=[C:9]2[C:14]=1[N:13]=[CH:12][C:11]([OH:18])=[CH:10]2)=[O:4].